From a dataset of Full USPTO retrosynthesis dataset with 1.9M reactions from patents (1976-2016). Predict the reactants needed to synthesize the given product. (1) Given the product [ClH:1].[F:28][C:29]1[CH:34]=[CH:33][C:32]([F:35])=[CH:31][C:30]=1[CH:36]1[CH2:45][CH2:44][C:43]2[C:38](=[CH:39][CH:40]=[C:41]([O:46][C:47]3[CH:52]=[CH:51][C:50]([O:53][CH2:54][CH3:55])=[CH:49][C:48]=3[NH2:56])[CH:42]=2)[O:37]1, predict the reactants needed to synthesize it. The reactants are: [ClH:1].COC1C=CC(OC2C=C3C(=CC=2)OC(C2C=CC=CC=2)CC3)=C(N)C=1.[F:28][C:29]1[CH:34]=[CH:33][C:32]([F:35])=[CH:31][C:30]=1[CH:36]1[CH2:45][CH2:44][C:43]2[C:38](=[CH:39][CH:40]=[C:41]([O:46][C:47]3[CH:52]=[CH:51][C:50]([O:53][CH2:54][CH3:55])=[CH:49][C:48]=3[N+:56]([O-])=O)[CH:42]=2)[O:37]1. (2) The reactants are: C([O:8][C:9]1[CH:29]=[CH:28][C:12]([O:13][CH2:14][CH2:15][C:16]2[N:17]=[C:18]([C:22]3[CH:27]=[CH:26][CH:25]=[CH:24][CH:23]=3)[O:19][C:20]=2[CH3:21])=[C:11]([CH2:30][CH2:31][CH3:32])[CH:10]=1)C1C=CC=CC=1.[H][H]. Given the product [CH3:21][C:20]1[O:19][C:18]([C:22]2[CH:23]=[CH:24][CH:25]=[CH:26][CH:27]=2)=[N:17][C:16]=1[CH2:15][CH2:14][O:13][C:12]1[CH:28]=[CH:29][C:9]([OH:8])=[CH:10][C:11]=1[CH2:30][CH2:31][CH3:32], predict the reactants needed to synthesize it.